This data is from Reaction yield outcomes from USPTO patents with 853,638 reactions. The task is: Predict the reaction yield, written as a fraction of the theoretical maximum amount of product (1.0 means a 100% yield; for example, 0.34 means a 34% yield). (1) The reactants are [CH2:1]([O:8][C:9]1[CH:10]=[C:11]([CH2:17][CH:18]([NH2:22])[CH:19]([CH3:21])[CH3:20])[CH:12]=[CH:13][C:14]=1[O:15][CH3:16])[C:2]1[CH:7]=[CH:6][CH:5]=[CH:4][CH:3]=1.[CH:23](O)=[O:24]. The catalyst is O1CCOCC1. The product is [CH2:1]([O:8][C:9]1[CH:10]=[C:11]([CH2:17][CH:18]([NH:22][CH:23]=[O:24])[CH:19]([CH3:20])[CH3:21])[CH:12]=[CH:13][C:14]=1[O:15][CH3:16])[C:2]1[CH:3]=[CH:4][CH:5]=[CH:6][CH:7]=1. The yield is 0.820. (2) The reactants are [H-].[Na+].C[C:4](P(OC)(O)=O)([C:6]([O-:8])=[O:7])[CH3:5].[Br:14][C:15]1[CH:20]=[CH:19][C:18]([C:21]2([OH:28])[CH2:26][CH2:25][C:24](=O)[CH2:23][CH2:22]2)=[CH:17][CH:16]=1.[CH3:29]O. No catalyst specified. The product is [Br:14][C:15]1[CH:16]=[CH:17][C:18]([C:21]23[O:28][C:5]([CH2:4][C:6]([O:8][CH3:29])=[O:7])([CH2:25][CH2:26]2)[CH2:23][CH2:22]3)=[CH:19][CH:20]=1.[Br:14][C:15]1[CH:20]=[CH:19][C:18]([C:21]2([OH:28])[CH2:26][CH2:25][C:24](=[CH:4][C:6]([O:8][CH3:29])=[O:7])[CH2:23][CH2:22]2)=[CH:17][CH:16]=1. The yield is 0.120.